From a dataset of Full USPTO retrosynthesis dataset with 1.9M reactions from patents (1976-2016). Predict the reactants needed to synthesize the given product. (1) Given the product [CH:50]1([C:53]([N:8]2[CH2:11][CH:10]([O:12][C:13]3[CH:14]=[C:15]([CH3:42])[C:16]([C:20]4[CH:25]=[CH:24][CH:23]=[C:22]([CH2:26][O:27][C:28]5[CH:41]=[CH:40][C:31]6[C@H:32]([CH2:35][C:36]([O:38][CH3:39])=[O:37])[CH2:33][O:34][C:30]=6[CH:29]=5)[CH:21]=4)=[C:17]([CH3:19])[CH:18]=3)[CH2:9]2)=[O:54])[CH2:52][CH2:51]1, predict the reactants needed to synthesize it. The reactants are: FC(F)(F)C(O)=O.[NH:8]1[CH2:11][CH:10]([O:12][C:13]2[CH:18]=[C:17]([CH3:19])[C:16]([C:20]3[CH:25]=[CH:24][CH:23]=[C:22]([CH2:26][O:27][C:28]4[CH:41]=[CH:40][C:31]5[C@H:32]([CH2:35][C:36]([O:38][CH3:39])=[O:37])[CH2:33][O:34][C:30]=5[CH:29]=4)[CH:21]=3)=[C:15]([CH3:42])[CH:14]=2)[CH2:9]1.C(N(CC)CC)C.[CH:50]1([C:53](Cl)=[O:54])[CH2:52][CH2:51]1. (2) Given the product [CH3:1][S:2]([N:5]1[CH2:6][CH2:7][CH:8]([CH:11]=[CH:22][C:23]([O:25][CH:17]([CH3:16])[CH3:18])=[O:24])[CH2:9][CH2:10]1)(=[O:3])=[O:4], predict the reactants needed to synthesize it. The reactants are: [CH3:1][S:2]([N:5]1[CH2:10][CH2:9][CH:8]([CH:11]=O)[CH2:7][CH2:6]1)(=[O:4])=[O:3].N1[CH2:18][CH2:17][CH2:16]CC1.C([CH:22](C(O)=O)[C:23]([OH:25])=[O:24])(C)C.Cl.